This data is from Forward reaction prediction with 1.9M reactions from USPTO patents (1976-2016). The task is: Predict the product of the given reaction. Given the reactants [NH:1]1[CH2:6][CH2:5][CH:4]([O:7][C:8](=[O:22])[NH:9][C:10]2[CH:15]=[CH:14][CH:13]=[CH:12][C:11]=2[C:16]2[CH:21]=[CH:20][CH:19]=[CH:18][CH:17]=2)[CH2:3][CH2:2]1.[O:23]1CCO[CH:24]1[C:28]1[C:33]([CH3:34])=[CH:32][C:31]([NH:35][C:36](=[O:39])[CH:37]=[CH2:38])=[C:30]([CH3:40])[CH:29]=1.C(O)C.[ClH:44], predict the reaction product. The product is: [ClH:44].[CH:24]([C:28]1[C:33]([CH3:34])=[CH:32][C:31]([NH:35][C:36]([CH2:37][CH2:38][N:1]2[CH2:2][CH2:3][CH:4]([O:7][C:8](=[O:22])[NH:9][C:10]3[CH:15]=[CH:14][CH:13]=[CH:12][C:11]=3[C:16]3[CH:21]=[CH:20][CH:19]=[CH:18][CH:17]=3)[CH2:5][CH2:6]2)=[O:39])=[C:30]([CH3:40])[CH:29]=1)=[O:23].